Dataset: Full USPTO retrosynthesis dataset with 1.9M reactions from patents (1976-2016). Task: Predict the reactants needed to synthesize the given product. (1) Given the product [CH2:14]=[C:2]([C:3]([O:5][CH:6]([CH3:7])[CH3:8])=[O:4])[C:1]([O:10][CH:11]([CH3:13])[CH3:12])=[O:9], predict the reactants needed to synthesize it. The reactants are: [C:1]([O:10][CH:11]([CH3:13])[CH3:12])(=[O:9])[CH2:2][C:3]([O:5][CH:6]([CH3:8])[CH3:7])=[O:4].[CH2:14]=O. (2) Given the product [Cl:1][C:2]1[N:7]=[CH:6][C:5]([C:8]2([C:14]([OH:16])=[O:15])[CH2:13][CH2:12][O:11][CH2:10][CH2:9]2)=[CH:4][CH:3]=1, predict the reactants needed to synthesize it. The reactants are: [Cl:1][C:2]1[N:7]=[CH:6][C:5]([C:8]2([C:14]([O:16]CC)=[O:15])[CH2:13][CH2:12][O:11][CH2:10][CH2:9]2)=[CH:4][CH:3]=1.[OH-].[Na+]. (3) Given the product [OH:12][C:10]1[C:8](=[O:9])[C:7]([CH2:24][N:21]2[CH2:20][CH2:19][N:18]([C:14]3[S:13][CH:17]=[CH:16][N:15]=3)[CH2:23][CH2:22]2)=[CH:6][CH:5]=[C:4]([CH:2]([CH3:1])[CH3:3])[CH:11]=1, predict the reactants needed to synthesize it. The reactants are: [CH3:1][CH:2]([C:4]1[CH:11]=[C:10]([OH:12])[C:8](=[O:9])[CH:7]=[CH:6][CH:5]=1)[CH3:3].[S:13]1[CH:17]=[CH:16][N:15]=[C:14]1[N:18]1[CH2:23][CH2:22][NH:21][CH2:20][CH2:19]1.[C:24](O)(=O)C.C=O. (4) Given the product [CH3:21][C:5]1[C:6]([C:8]#[C:9][C:10]2[CH:15]=[CH:14][CH:13]=[CH:12][C:11]=2[CH2:16][C:17]([O:19][CH3:20])=[O:18])=[N:7][C:2]([NH:28][C:26]2[CH:25]=[N:24][N:23]([CH3:22])[CH:27]=2)=[N:3][CH:4]=1, predict the reactants needed to synthesize it. The reactants are: Cl[C:2]1[N:7]=[C:6]([C:8]#[C:9][C:10]2[CH:15]=[CH:14][CH:13]=[CH:12][C:11]=2[CH2:16][C:17]([O:19][CH3:20])=[O:18])[C:5]([CH3:21])=[CH:4][N:3]=1.[CH3:22][N:23]1[CH:27]=[C:26]([NH2:28])[CH:25]=[N:24]1.C([O-])([O-])=O.[Cs+].[Cs+].CC1(C)C2C(=C(P(C3C=CC=CC=3)C3C=CC=CC=3)C=CC=2)OC2C(P(C3C=CC=CC=3)C3C=CC=CC=3)=CC=CC1=2. (5) Given the product [CH3:12][O:11][C:9](=[O:10])[C:8]1[CH:13]=[C:14]([O:16][CH2:19][CH2:20][N:21]2[CH2:25][CH2:24][CH2:23][CH2:22]2)[CH:15]=[C:6]([C:3]([C:1]#[N:2])([CH3:5])[CH3:4])[CH:7]=1, predict the reactants needed to synthesize it. The reactants are: [C:1]([C:3]([C:6]1[CH:7]=[C:8]([CH:13]=[C:14]([OH:16])[CH:15]=1)[C:9]([O:11][CH3:12])=[O:10])([CH3:5])[CH3:4])#[N:2].Cl.Cl[CH2:19][CH2:20][N:21]1[CH2:25][CH2:24][CH2:23][CH2:22]1.C(=O)([O-])[O-].[K+].[K+].[I-].[Na+]. (6) Given the product [CH2:17]([N:16]1[CH2:15][CH2:12][CH2:13][CH2:14][CH2:9]1)[CH2:18][C:19]#[CH:20], predict the reactants needed to synthesize it. The reactants are: C(OS([C:9]1[CH:14]=[CH:13][C:12]([CH3:15])=CC=1)(=O)=O)CC#C.[NH:16]1C[CH2:20][CH2:19][CH2:18][CH2:17]1.C(=O)([O-])[O-].[K+].[K+]. (7) Given the product [OH:49][CH:48]([C:18]1[C:19]([N:21]([CH3:26])[S:22]([CH3:25])(=[O:24])=[O:23])=[CH:20][C:10]2[O:9][C:8]([C:5]3[CH:6]=[CH:7][C:2]([F:1])=[CH:3][CH:4]=3)=[C:12]([C:13]([NH:15][CH3:16])=[O:14])[C:11]=2[CH:17]=1)[CH2:29][OH:50], predict the reactants needed to synthesize it. The reactants are: [F:1][C:2]1[CH:7]=[CH:6][C:5]([C:8]2[O:9][C:10]3[CH:20]=[C:19]([N:21]([CH3:26])[S:22]([CH3:25])(=[O:24])=[O:23])[C:18](C=C)=[CH:17][C:11]=3[C:12]=2[C:13]([NH:15][CH3:16])=[O:14])=[CH:4][CH:3]=1.[CH3:29][N+]1([O-])CCOCC1.[O-]S([O-])=O.[Na+].[Na+].C1COCC1.[CH3:48][OH:49].[OH2:50]. (8) Given the product [F:2][C:3]1[CH:8]=[C:7]([N+:9]([O-:11])=[O:10])[CH:6]=[CH:5][C:4]=1[O:12][CH:13]1[CH2:18][CH2:17][N:16]([CH2:26][CH2:25][S:27]([CH3:30])(=[O:29])=[O:28])[CH2:15][CH2:14]1, predict the reactants needed to synthesize it. The reactants are: Br.[F:2][C:3]1[CH:8]=[C:7]([N+:9]([O-:11])=[O:10])[CH:6]=[CH:5][C:4]=1[O:12][CH:13]1[CH2:18][CH2:17][NH:16][CH2:15][CH2:14]1.C([O-])([O-])=O.[Na+].[Na+].[CH:25]([S:27]([CH3:30])(=[O:29])=[O:28])=[CH2:26].CCOC(C)=O. (9) Given the product [C:1]([C:3]1[CH:4]=[C:5]2[N:11]=[C:10]([C:12]([C:14]3[C:22]([CH2:23][CH3:24])=[CH:21][C:20]([CH3:25])=[C:19]4[C:15]=3[CH:16]=[CH:17][N:18]4[C:26]([O:28][C:29]([CH3:30])([CH3:31])[CH3:32])=[O:27])([OH:13])[C:45]([F:48])([F:47])[F:46])[N:9]([CH2:33][O:34][CH2:35][CH2:36][Si:37]([CH3:40])([CH3:39])[CH3:38])[C:6]2=[N:7][CH:8]=1)#[N:2], predict the reactants needed to synthesize it. The reactants are: [C:1]([C:3]1[CH:4]=[C:5]2[N:11]=[C:10]([C:12]([C:14]3[C:22]([CH2:23][CH3:24])=[CH:21][C:20]([CH3:25])=[C:19]4[C:15]=3[CH:16]=[CH:17][N:18]4[C:26]([O:28][C:29]([CH3:32])([CH3:31])[CH3:30])=[O:27])=[O:13])[N:9]([CH2:33][O:34][CH2:35][CH2:36][Si:37]([CH3:40])([CH3:39])[CH3:38])[C:6]2=[N:7][CH:8]=1)#[N:2].[F-].[Cs+].C[Si](C)(C)[C:45]([F:48])([F:47])[F:46].CCCC[N+](CCCC)(CCCC)CCCC.[F-].